Dataset: Cav3 T-type calcium channel HTS with 100,875 compounds. Task: Binary Classification. Given a drug SMILES string, predict its activity (active/inactive) in a high-throughput screening assay against a specified biological target. The molecule is n1c(c2c(CCCC2)c2c1n[nH]c2N)CC. The result is 0 (inactive).